Dataset: Human Reference Interactome with 51,813 positive PPI pairs across 8,248 proteins, plus equal number of experimentally-validated negative pairs. Task: Binary Classification. Given two protein amino acid sequences, predict whether they physically interact or not. (1) Protein 1 (ENSG00000160345) has sequence MAEECPRACAEPVAPKATAPPERTSDYYRVSADLPGRFNNPGWFRGYRTQKAVSVYRTSNQAYGSRAPTVHEMPRVECSGTILSMFTWRKAS*XIRAVGGRAVGGESPVVVSAPLICVGTQKAVSVYRTSNQAYGSRAPTVHEMPRVECSGTILSMFTWRKAS*MAEECPRACAEPVAPKATAPPERTSDYYRVSADLPGRFNNPGWFRGYRTQKAVSVYRTSNQAYGSRAPTVHEMPKVFYPNSNKFSQQLAAGGMFRNNTLNVYLEKSIVTGPDNCITSCDRLNFHPSYNINRPSICD.... Protein 2 (ENSG00000120500) has sequence MSKVFKKTSSNGKLSIYLGKRDFVDHVDTVEPIDGVVLVDPEYLKCRKLFVMLTCAFRYGRDDLEVIGLTFRKDLYVQTLQVVPAESSSPQGPLTVLQERLLHKLGDNAYPFTLQMVTNLPCSVTLQPGPEDAGKPCGIDFEVKSFCAENPEETVSKRDYVRLVVRKVQFAPPEAGPGPSAQTIRRFLLSAQPLQLQAWMDREVHYHGEPISVNVSINNCTNKVIKKIKISVDQITDVVLYSLDKYTKTVFIQEFTETVAANSSFSQSFAVTPILAASCQKRGLALDGKLKHEDTNLASS.... Result: 0 (the proteins do not interact). (2) Protein 1 (ENSG00000111860) has sequence MWGRFLAPEASGRDSPGGARSFPAGPDYSSAWLPANESLWQATTVPSNHRNNHIRRHSIASDSGDTGIGTSCSDSVEDHSTSSGTLSFKPSQSLITLPTAHVMPSNSSASISKLRESLTPDGSKWSTSLMQTLGNHSRGEQDSSLDMKDFRPLRKWSSLSKLTAPDNCGQGGTVCREESRNGLEKIGKAKALTSQLRTIGPSCLHDSMEMLRLEDKEINKKRSSTLDCKYKFESCSKEDFRASSSTLRRQPVDMTYSALPESKPIMTSSEAFEPPKYLMLGQQAVGGVPIQPSVRTQMWL.... Protein 2 (ENSG00000079435) has sequence MEPGSKSVSRSDWQPEPHQRPITPLEPGPEKTPIAQPESKTLQGSNTQQKPASNQRPLTQQETPAQHDAESQKEPRAQQKSASQEEFLAPQKPAPQQSPYIQRVLLTQQEAASQQGPGLGKESITQQEPALRQRHVAQPGPGPGEPPPAQQEAESTPAAQAKPGAKREPSAPTESTSQETPEQSDKQTTPVQGAKSKQGSLTELGFLTKLQELSIQRSALEWKALSEWVTDSESESDVGSSSDTDSPATMGGMVAQGVKLGFKGKSGYKVMSGYSGTSPHEKTSARNHRHYQDTASRLIH.... Result: 0 (the proteins do not interact). (3) Protein 1 (ENSG00000066117) has sequence MAARAGFQSVAPSGGAGASGGAGAAAALGPGGTPGPPVRMGPAPGQGLYRSPMPGAAYPRPGMLPGSRMTPQGPSMGPPGYGGNPSVRPGLAQSGMDQSRKRPAPQQIQQVQQQAVQNRNHNAKKKKMADKILPQRIRELVPESQAYMDLLAFERKLDQTIMRKRLDIQEALKRPIKQKRKLRIFISNTFNPAKSDAEDGEGTVASWELRVEGRLLEDSALSKYDATKQKRKFSSFFKSLVIELDKDLYGPDNHLVEWHRTATTQETDGFQVKRPGDVNVRCTVLLMLDYQPPQFKLDPR.... Protein 2 (ENSG00000123415) has sequence MPQAFLLGSIHEPAGALMEPQPCPGSLAESFLEEELRLNAELSQLQFSEPVGIIYNPVEYAWEPHRNYVTRYCQGPKEVLFLGMNPGPFGMAQTGVPFGEVSMVRDWLGIVGPVLTPPQEHPKRPVLGLECPQSEGPRQSMGHEIKSELLMGGCSWIRGKIQCDRVQVRRPGFSSQL*MPQAFLLGSIHEPAGALMEPQPCPGSLAESFLEEELRLNAELSQLQFSEPVGIIYNPVEYAWEPHRNYVTRYCQGPKEVLFLGMNPGPFGMAQTGVPFGEVSMVRDWLGIVGPVLTPPQEHP.... Result: 1 (the proteins interact).